This data is from Full USPTO retrosynthesis dataset with 1.9M reactions from patents (1976-2016). The task is: Predict the reactants needed to synthesize the given product. (1) Given the product [NH2:7][C:10]1[CH:17]=[C:16]([CH3:18])[CH:15]=[CH:14][C:11]=1[C:12]1[NH:19][C:20]2[CH:25]=[CH:24][CH:23]=[CH:22][C:21]=2[N:26]=1, predict the reactants needed to synthesize it. The reactants are: OOS([O-])=O.[K+].[N+:7]([C:10]1[CH:17]=[C:16]([CH3:18])[CH:15]=[CH:14][C:11]=1[CH:12]=O)([O-])=O.[NH2:19][C:20]1[CH:25]=[CH:24][CH:23]=[CH:22][C:21]=1[NH2:26].C(=O)([O-])[O-].[K+].[K+]. (2) The reactants are: [CH2:1]([N:3]([C:27](=O)[C:28]1[CH:33]=[CH:32][C:31]([OH:34])=[CH:30][CH:29]=1)[C:4]1[CH:9]=[CH:8][CH:7]=[CH:6][C:5]=1[C@@H:10]1[CH2:19][CH2:18][C:17]2[CH:16]=[C:15]([O:20]C(=O)C(C)(C)C)[CH:14]=[CH:13][C:12]=2[CH2:11]1)[CH3:2].Cl[CH2:37][C:38]([N:40]([CH2:42][CH2:43][O:44][CH3:45])[CH3:41])=O. Given the product [CH2:1]([N:3]([CH2:27][C:28]1[CH:29]=[CH:30][C:31]([O:34][CH2:37][CH2:38][N:40]([CH2:42][CH2:43][O:44][CH3:45])[CH3:41])=[CH:32][CH:33]=1)[C:4]1[CH:9]=[CH:8][CH:7]=[CH:6][C:5]=1[C@@H:10]1[CH2:19][CH2:18][C:13]2[CH:14]=[C:15]([OH:20])[CH:16]=[CH:17][C:12]=2[CH2:11]1)[CH3:2], predict the reactants needed to synthesize it. (3) The reactants are: [CH3:1][N:2]1[C:14]2[CH2:13][CH2:12][CH:11]([CH:15]3[CH2:20][CH2:19][O:18][CH2:17][CH2:16]3)[CH2:10][C:9]=2[C:8]2[C:3]1=[CH:4][CH:5]=[C:6]([C:21](O)=[O:22])[CH:7]=2.CN(C(ON1N=NC2C=CC=NC1=2)=[N+](C)C)C.F[P-](F)(F)(F)(F)F.[Cl-].[F:49][CH2:50][CH2:51][NH:52][C:53](=[O:57])[CH2:54][NH2+:55][CH3:56].C(N(CC)C(C)C)(C)C. Given the product [F:49][CH2:50][CH2:51][NH:52][C:53](=[O:57])[CH2:54][N:55]([CH3:56])[C:21]([C:6]1[CH:7]=[C:8]2[C:3](=[CH:4][CH:5]=1)[N:2]([CH3:1])[C:14]1[CH2:13][CH2:12][CH:11]([CH:15]3[CH2:16][CH2:17][O:18][CH2:19][CH2:20]3)[CH2:10][C:9]2=1)=[O:22], predict the reactants needed to synthesize it. (4) The reactants are: [NH2:1][C:2]1[CH:11]=[CH:10][CH:9]=[C:8]2[C:3]=1[CH:4]=[CH:5][N:6]=[CH:7]2. Given the product [NH2:1][C:2]1[CH:11]=[CH:10][CH:9]=[C:8]2[C:3]=1[CH2:4][CH2:5][NH:6][CH2:7]2, predict the reactants needed to synthesize it. (5) Given the product [CH2:18]([O:17][C:15]([C:14]1[N:13]=[CH:12][N:11]2[C:5]3[CH:4]=[CH:3][C:2]([C:33]#[C:32][C:31]([CH3:35])([CH3:34])[CH3:30])=[CH:26][C:6]=3[C:7]([C:20]3[CH:25]=[CH:24][CH:23]=[CH:22][CH:21]=3)=[N:8][CH2:9][C:10]=12)=[O:16])[CH3:19], predict the reactants needed to synthesize it. The reactants are: Br[C:2]1[CH:3]=[CH:4][C:5]2[N:11]3[CH:12]=[N:13][C:14]([C:15]([O:17][CH2:18][CH3:19])=[O:16])=[C:10]3[CH2:9][N:8]=[C:7]([C:20]3[CH:25]=[CH:24][CH:23]=[CH:22][CH:21]=3)[C:6]=2[CH:26]=1.CC#N.[CH3:30][C:31]([CH3:35])([CH3:34])[C:32]#[CH:33]. (6) Given the product [CH2:19]([O:21][C@@H:22]([CH2:28][C:29]1[CH:30]=[CH:31][C:32]([O:17][CH2:16]/[CH:15]=[C:14](/[C:11]2[CH:10]=[CH:9][C:8]([C:3]3[CH:4]=[CH:5][CH:6]=[CH:7][C:2]=3[CH3:1])=[CH:13][CH:12]=2)\[CH3:18])=[CH:33][CH:34]=1)[C:23]([O:25][CH2:26][CH3:27])=[O:24])[CH3:20], predict the reactants needed to synthesize it. The reactants are: [CH3:1][C:2]1[CH:7]=[CH:6][CH:5]=[CH:4][C:3]=1[C:8]1[CH:13]=[CH:12][C:11](/[C:14](/[CH3:18])=[CH:15]/[CH2:16][OH:17])=[CH:10][CH:9]=1.[CH2:19]([O:21][C@@H:22]([CH2:28][C:29]1[CH:34]=[CH:33][C:32](O)=[CH:31][CH:30]=1)[C:23]([O:25][CH2:26][CH3:27])=[O:24])[CH3:20]. (7) Given the product [Cl:15][C:16]1[CH:17]=[C:18]([NH:29][C:2]2[C:11]3[C:6](=[CH:7][C:8]([F:12])=[CH:9][CH:10]=3)[N:5]=[CH:4][C:3]=2[C:13]#[N:14])[CH:19]=[CH:20][C:21]=1[S:22][C:23]1[N:24]([CH3:28])[CH:25]=[CH:26][N:27]=1, predict the reactants needed to synthesize it. The reactants are: Cl[C:2]1[C:11]2[C:6](=[CH:7][C:8]([F:12])=[CH:9][CH:10]=2)[N:5]=[CH:4][C:3]=1[C:13]#[N:14].[Cl:15][C:16]1[CH:17]=[C:18]([NH2:29])[CH:19]=[CH:20][C:21]=1[S:22][C:23]1[N:24]([CH3:28])[CH:25]=[CH:26][N:27]=1.Cl.N1C=CC=CC=1. (8) Given the product [C:46]([O:45][C:43]([N:8]([C:6]([O:5][C:1]([CH3:2])([CH3:3])[CH3:4])=[O:7])[C:9]1[C:10]([C:22]2[O:26][N:25]=[C:24]([C:27]3[CH:28]=[CH:29][C:30]([CH2:33][N:34]([CH3:42])[C:35](=[O:41])[O:36][C:37]([CH3:38])([CH3:39])[CH3:40])=[CH:31][CH:32]=3)[CH:23]=2)=[N:11][C:12]([C:15]2[CH:20]=[CH:19][C:18](=[O:21])[N:17]([CH:80]3[CH2:81][CH2:82][CH:78]([CH3:77])[CH2:79]3)[CH:16]=2)=[CH:13][N:14]=1)=[O:44])([CH3:49])([CH3:48])[CH3:47], predict the reactants needed to synthesize it. The reactants are: [C:1]([O:5][C:6]([N:8]([C:43]([O:45][C:46]([CH3:49])([CH3:48])[CH3:47])=[O:44])[C:9]1[C:10]([C:22]2[O:26][N:25]=[C:24]([C:27]3[CH:32]=[CH:31][C:30]([CH2:33][N:34]([CH3:42])[C:35](=[O:41])[O:36][C:37]([CH3:40])([CH3:39])[CH3:38])=[CH:29][CH:28]=3)[CH:23]=2)=[N:11][C:12]([C:15]2[CH:20]=[CH:19][C:18](=[O:21])[NH:17][CH:16]=2)=[CH:13][N:14]=1)=[O:7])([CH3:4])([CH3:3])[CH3:2].CC(OC(/N=N/C(OC(C)C)=O)=O)C.C(P(CCCC)CCCC)CCC.[CH3:77][CH:78]1[CH2:82][CH2:81][CH:80](O)[CH2:79]1. (9) Given the product [Cl:27][C:19]1[CH:18]=[C:17]([CH:22]=[CH:21][C:20]=1[S:23]([CH3:26])(=[O:25])=[O:24])[O:10][C:8]1[CH:9]=[C:4]([CH:5]=[C:6]([O:39][CH:37]([CH3:38])[CH2:36][OH:28])[CH:7]=1)[C:3]([NH:40][C:41]1[CH:45]=[CH:44][N:43]([CH3:46])[N:42]=1)=[O:15], predict the reactants needed to synthesize it. The reactants are: CO[C:3](=[O:15])[C:4]1[CH:9]=[C:8]([OH:10])[CH:7]=[C:6](OCOC)[CH:5]=1.Br[C:17]1[CH:22]=[CH:21][C:20]([S:23]([CH3:26])(=[O:25])=[O:24])=[C:19]([Cl:27])[CH:18]=1.[O:28]([CH2:36][C@H:37]([OH:39])[CH3:38])[Si](C(C)(C)C)(C)C.[NH2:40][C:41]1[CH:45]=[CH:44][N:43]([CH3:46])[N:42]=1.